From a dataset of Full USPTO retrosynthesis dataset with 1.9M reactions from patents (1976-2016). Predict the reactants needed to synthesize the given product. Given the product [NH2:11][C:9]1[CH:8]=[C:4]([CH:3]=[C:2]([Cl:1])[CH:10]=1)[C:5]([OH:7])=[O:6], predict the reactants needed to synthesize it. The reactants are: [Cl:1][C:2]1[CH:3]=[C:4]([CH:8]=[C:9]([N+:11]([O-])=O)[CH:10]=1)[C:5]([OH:7])=[O:6].